From a dataset of Forward reaction prediction with 1.9M reactions from USPTO patents (1976-2016). Predict the product of the given reaction. Given the reactants [C:1]([C:3]1[CH:8]=[CH:7][C:6]([N:9]([CH2:15][C:16](=[CH2:21])[C:17]([O:19][CH3:20])=[O:18])[CH2:10][C:11]([F:14])([F:13])[F:12])=[CH:5][C:4]=1[C:22]([F:25])([F:24])[F:23])#[N:2], predict the reaction product. The product is: [C:1]([C:3]1[CH:8]=[CH:7][C:6]([N:9]([CH2:10][C:11]([F:14])([F:13])[F:12])[CH2:15][CH:16]([CH3:21])[C:17]([O:19][CH3:20])=[O:18])=[CH:5][C:4]=1[C:22]([F:23])([F:25])[F:24])#[N:2].